Dataset: Forward reaction prediction with 1.9M reactions from USPTO patents (1976-2016). Task: Predict the product of the given reaction. Given the reactants [CH2:1]1[O:25][CH2:24][CH2:23][O:22][CH2:21][CH2:20][O:19][C:11]2[CH:12]=[CH:13][C:14]([N+]([O-])=O)=[CH:15][C:10]=2[O:9][CH2:8][CH2:7][O:6][CH2:5][CH2:4][O:3][CH2:2]1.O.[NH2:27]N, predict the reaction product. The product is: [CH2:1]1[O:25][CH2:24][CH2:23][O:22][CH2:21][CH2:20][O:19][C:11]2[C:10](=[C:15]([NH2:27])[CH:14]=[CH:13][CH:12]=2)[O:9][CH2:8][CH2:7][O:6][CH2:5][CH2:4][O:3][CH2:2]1.